Dataset: Full USPTO retrosynthesis dataset with 1.9M reactions from patents (1976-2016). Task: Predict the reactants needed to synthesize the given product. (1) Given the product [C:1]([O:5][C:6](=[O:33])[NH:7][C@H:8]([CH2:24][C:25]1[CH:30]=[C:29]([F:31])[CH:28]=[CH:27][C:26]=1[F:32])[CH2:9][C:10]1[N:15]2[CH:16]=[CH:17][C:18]3[C:23]([C:14]2=[N:13][N:12]=1)=[CH:22][CH:21]=[CH:20][CH:19]=3)([CH3:4])([CH3:3])[CH3:2], predict the reactants needed to synthesize it. The reactants are: [C:1]([O:5][C:6](=[O:33])[NH:7][C@H:8]([CH2:24][C:25]1[CH:30]=[C:29]([F:31])[CH:28]=[CH:27][C:26]=1[F:32])[CH2:9][C:10]([NH:12][NH:13][C:14]1[C:23]2[C:18](=[CH:19][CH:20]=[CH:21][CH:22]=2)[CH:17]=[CH:16][N:15]=1)=O)([CH3:4])([CH3:3])[CH3:2]. (2) Given the product [CH3:6][NH:7][CH2:8][CH2:9][N:10]1[CH2:15][CH2:14][O:13][CH2:12][CH2:11]1, predict the reactants needed to synthesize it. The reactants are: C(O[C:6](=O)[NH:7][CH2:8][CH2:9][N:10]1[CH2:15][CH2:14][O:13][CH2:12][CH2:11]1)(C)(C)C.[H-].[Al+3].[Li+].[H-].[H-].[H-].O.[OH-].[Na+].